From a dataset of Full USPTO retrosynthesis dataset with 1.9M reactions from patents (1976-2016). Predict the reactants needed to synthesize the given product. Given the product [CH3:30][C:16]1[N:17]=[C:18]([C:20]2[CH:21]=[CH:22][C:23]([C:26]([F:29])([F:28])[F:27])=[CH:24][CH:25]=2)[S:19][C:15]=1[CH2:14][O:12][C:9]1[CH:10]=[C:11]2[C:6](=[CH:7][CH:8]=1)[NH:5][CH:4]=[CH:3]2, predict the reactants needed to synthesize it. The reactants are: C([C:3]1[C:11]2[C:6](=[CH:7][CH:8]=[C:9]([OH:12])[CH:10]=2)[NH:5][CH:4]=1)C.Cl[CH2:14][C:15]1[S:19][C:18]([C:20]2[CH:25]=[CH:24][C:23]([C:26]([F:29])([F:28])[F:27])=[CH:22][CH:21]=2)=[N:17][C:16]=1[CH3:30].C(=O)([O-])[O-].[Cs+].[Cs+].C(OCC)C.